Task: Regression/Classification. Given a drug SMILES string, predict its toxicity properties. Task type varies by dataset: regression for continuous values (e.g., LD50, hERG inhibition percentage) or binary classification for toxic/non-toxic outcomes (e.g., AMES mutagenicity, cardiotoxicity, hepatotoxicity). Dataset: ld50_zhu.. Dataset: Acute oral toxicity (LD50) regression data from Zhu et al. (1) The compound is COC1CCC(OC2(C)C(CC3CC(OC)C(C)C4(O3)OC(C)(C3CCC(C5CCC(C6OC(C)(O)C(C)CC6C)O5)O3)C(OC)C4C)OC(O)(C(C)C(=O)O)C(C)C2OC)OC1C. The rat oral LD50 is 4.96, given as -log10 of the dose in mol/kg body weight (higher means more acutely toxic). (2) The drug is CC1CC=CCC1COC(=O)CCCCC(=O)OCC1CC=CCC1C. The rat oral LD50 is 1.76, given as -log10 of the dose in mol/kg body weight (higher means more acutely toxic). (3) The molecule is CCN(CC)S(=O)(=O)c1ccccc1. The rat oral LD50 is 2.38, given as -log10 of the dose in mol/kg body weight (higher means more acutely toxic). (4) The rat oral LD50 is 1.61, given as -log10 of the dose in mol/kg body weight (higher means more acutely toxic). The molecule is CCCCCCCCCCCCCCCCCC(=O)Cl. (5) The molecule is CCC(O)OC(O)CC. The rat oral LD50 is 0.956, given as -log10 of the dose in mol/kg body weight (higher means more acutely toxic).